Predict the product of the given reaction. From a dataset of Forward reaction prediction with 1.9M reactions from USPTO patents (1976-2016). (1) Given the reactants [CH3:1][S:2]([C:5]1[O:9][C:8]([C:10](=O)[CH2:11][CH3:12])=[CH:7][CH:6]=1)(=[O:4])=[O:3].[CH3:14][C:15]([S@:18]([NH2:20])=[O:19])([CH3:17])[CH3:16], predict the reaction product. The product is: [CH3:1][S:2]([C:5]1[O:9][C:8](/[C:10](=[N:20]/[S@@:18]([C:15]([CH3:17])([CH3:16])[CH3:14])=[O:19])/[CH2:11][CH3:12])=[CH:7][CH:6]=1)(=[O:4])=[O:3]. (2) The product is: [ClH:2].[ClH:1].[F:18][C:19]1[CH:24]=[CH:23][CH:22]=[CH:21][C:20]=1[CH2:25][CH2:26][N:27]1[CH2:16][CH2:15][N:5]([CH2:6][CH2:7][CH2:8][C:9]2[CH:14]=[CH:13][CH:12]=[CH:11][CH:10]=2)[CH2:4][CH2:3]1. Given the reactants [Cl-:1].[Cl:2][CH2:3][CH2:4][NH+:5]([CH2:15][CH2:16]Cl)[CH2:6][CH2:7][CH2:8][C:9]1[CH:14]=[CH:13][CH:12]=[CH:11][CH:10]=1.[F:18][C:19]1[CH:24]=[CH:23][CH:22]=[CH:21][C:20]=1[CH2:25][CH2:26][NH2:27].C(=O)([O-])[O-].[K+].[K+].[I-].[Na+], predict the reaction product. (3) Given the reactants [CH2:1]([O:8][C:9]1[CH:14]=[C:13](Br)[CH:12]=[CH:11][C:10]=1[Cl:16])[C:2]1[CH:7]=[CH:6][CH:5]=[CH:4][CH:3]=1.[CH3:17][C:18]1([CH3:34])[C:22]([CH3:24])([CH3:23])[O:21][B:20]([B:20]2[O:21][C:22]([CH3:24])([CH3:23])[C:18]([CH3:34])([CH3:17])[O:19]2)[O:19]1.C([O-])(=O)C.[K+], predict the reaction product. The product is: [CH2:1]([O:8][C:9]1[CH:14]=[C:13]([B:20]2[O:21][C:22]([CH3:24])([CH3:23])[C:18]([CH3:34])([CH3:17])[O:19]2)[CH:12]=[CH:11][C:10]=1[Cl:16])[C:2]1[CH:7]=[CH:6][CH:5]=[CH:4][CH:3]=1. (4) Given the reactants [C:1]([C:5]1[N:10]=[CH:9][C:8]([C:11]2[N:12]([C:32](Cl)=[O:33])[C@@:13]([C:25]3[CH:30]=[CH:29][C:28]([Cl:31])=[CH:27][CH:26]=3)([CH3:24])[C@@:14]([C:17]3[CH:22]=[CH:21][C:20]([Cl:23])=[CH:19][CH:18]=3)([CH3:16])[N:15]=2)=[C:7]([O:35][CH2:36][CH3:37])[CH:6]=1)([CH3:4])([CH3:3])[CH3:2].[NH:38]1[CH2:43][CH2:42][NH:41][CH2:40][CH2:39]1, predict the reaction product. The product is: [C:1]([C:5]1[N:10]=[CH:9][C:8]([C:11]2[N:12]([C:32]([N:38]3[CH2:43][CH2:42][NH:41][CH2:40][CH2:39]3)=[O:33])[C@@:13]([C:25]3[CH:26]=[CH:27][C:28]([Cl:31])=[CH:29][CH:30]=3)([CH3:24])[C@@:14]([C:17]3[CH:18]=[CH:19][C:20]([Cl:23])=[CH:21][CH:22]=3)([CH3:16])[N:15]=2)=[C:7]([O:35][CH2:36][CH3:37])[CH:6]=1)([CH3:2])([CH3:3])[CH3:4]. (5) Given the reactants [Cl:1][C:2]1[CH:7]=[CH:6][C:5]([N:8]2[C:13](=O)[C:12](=O)[N:11]3[C@H:16]([C:19]4[CH:24]=[CH:23][C:22]([O:25][CH3:26])=[C:21]([O:27][CH3:28])[CH:20]=4)[CH2:17][CH2:18][C@H:10]3[CH2:9]2)=[CH:4][C:3]=1[O:29][CH3:30].B.C1COCC1.CO, predict the reaction product. The product is: [Cl:1][C:2]1[CH:7]=[CH:6][C:5]([N:8]2[CH2:13][CH2:12][N:11]3[C@H:16]([C:19]4[CH:24]=[CH:23][C:22]([O:25][CH3:26])=[C:21]([O:27][CH3:28])[CH:20]=4)[CH2:17][CH2:18][C@@H:10]3[CH2:9]2)=[CH:4][C:3]=1[O:29][CH3:30].